Dataset: Reaction yield outcomes from USPTO patents with 853,638 reactions. Task: Predict the reaction yield, written as a fraction of the theoretical maximum amount of product (1.0 means a 100% yield; for example, 0.34 means a 34% yield). (1) The reactants are [O:1]1[C:6]2[CH:7]=[CH:8][C:9]([CH2:11][C:12]3[N:13]=[C:14]([N:22]4[CH2:27][CH2:26][O:25][CH2:24][CH2:23]4)[S:15][C:16]=3[C:17]([O:19]CC)=[O:18])=[CH:10][C:5]=2[O:4][CH2:3][CH2:2]1.O1CCCC1.CO.[OH-].[Li+].Cl. The catalyst is O. The product is [O:1]1[C:6]2[CH:7]=[CH:8][C:9]([CH2:11][C:12]3[N:13]=[C:14]([N:22]4[CH2:23][CH2:24][O:25][CH2:26][CH2:27]4)[S:15][C:16]=3[C:17]([OH:19])=[O:18])=[CH:10][C:5]=2[O:4][CH2:3][CH2:2]1. The yield is 0.840. (2) The reactants are [F:1][C:2]1[CH:7]=[CH:6][C:5]([O:8][CH2:9][CH2:10][CH3:11])=[CH:4][C:3]=1[F:12].CN(C)[CH:15]=[O:16].C(O)(=O)C.O. The catalyst is O1CCCC1.C(NC(C)C)(C)C.[Li]. The product is [F:12][C:3]1[C:2]([F:1])=[CH:7][CH:6]=[C:5]([O:8][CH2:9][CH2:10][CH3:11])[C:4]=1[CH:15]=[O:16]. The yield is 0.420. (3) The reactants are [Cl:1][C:2]1[CH:3]=[C:4]([NH:9][C:10]([N:12]2[CH2:17][CH2:16][N:15]([CH2:18][CH2:19][C:20](O)=[O:21])[C:14](=[O:23])[C@@H:13]2[CH3:24])=[O:11])[CH:5]=[CH:6][C:7]=1[Cl:8].[NH:25]1[CH2:30][CH2:29][CH2:28][CH2:27][CH2:26]1. No catalyst specified. The product is [Cl:1][C:2]1[CH:3]=[C:4]([NH:9][C:10]([N:12]2[CH2:17][CH2:16][N:15]([CH2:18][CH2:19][C:20](=[O:21])[N:25]3[CH2:30][CH2:29][CH2:28][CH2:27][CH2:26]3)[C:14](=[O:23])[C@@H:13]2[CH3:24])=[O:11])[CH:5]=[CH:6][C:7]=1[Cl:8]. The yield is 0.730. (4) The reactants are [N:1]1[CH:6]=[C:5]([CH2:7][C:8]2[C:9](=[O:15])[NH:10][C:11](=[S:14])[NH:12][CH:13]=2)[CH:4]=[N:3][CH:2]=1.[CH3:16]CN(C(C)C)C(C)C.[Cl:25][C:26]1[CH:31]=[CH:30][C:29]([O:32][C:33]2[CH:38]=[CH:37][C:36]([CH2:39]Cl)=[CH:35][CH:34]=2)=[CH:28][C:27]=1[C:41]([F:44])([F:43])[F:42].CI. The catalyst is C(Cl)Cl.[Zn+2].[Br-].[Br-].CN1C(=O)CCC1. The product is [Cl:25][C:26]1[CH:31]=[CH:30][C:29]([O:32][C:33]2[CH:38]=[CH:37][C:36]([CH2:39][S:14][C:11]3[N:12]([CH3:16])[CH:13]=[C:8]([CH2:7][C:5]4[CH:6]=[N:1][CH:2]=[N:3][CH:4]=4)[C:9](=[O:15])[N:10]=3)=[CH:35][CH:34]=2)=[CH:28][C:27]=1[C:41]([F:44])([F:43])[F:42]. The yield is 0.0597. (5) The reactants are [OH:1][Si:2]([CH3:13])([CH3:12])[C:3]1[CH:11]=[CH:10][C:6]([C:7]([OH:9])=O)=[CH:5][CH:4]=1.CCN=C=NCCCN(C)C.CCN(C(C)C)C(C)C.C1C=CC2N(O)N=NC=2C=1.[NH2:44][CH2:45][CH2:46][CH2:47][NH:48][C:49](=[O:75])[CH2:50][C@@H:51]1[N:57]=[C:56]([C:58]2[CH:63]=[CH:62][C:61]([Cl:64])=[CH:60][CH:59]=2)[C:55]2[CH:65]=[C:66]([O:69][CH3:70])[CH:67]=[CH:68][C:54]=2[N:53]2[C:71]([CH3:74])=[N:72][N:73]=[C:52]12. The catalyst is CN(C=O)C. The product is [Cl:64][C:61]1[CH:62]=[CH:63][C:58]([C:56]2[C:55]3[CH:65]=[C:66]([O:69][CH3:70])[CH:67]=[CH:68][C:54]=3[N:53]3[C:71]([CH3:74])=[N:72][N:73]=[C:52]3[C@H:51]([CH2:50][C:49]([NH:48][CH2:47][CH2:46][CH2:45][NH:44][C:7](=[O:9])[C:6]3[CH:5]=[CH:4][C:3]([Si:2]([OH:1])([CH3:13])[CH3:12])=[CH:11][CH:10]=3)=[O:75])[N:57]=2)=[CH:59][CH:60]=1. The yield is 0.0420. (6) The reactants are Cl[C:2]1[N:3]=[CH:4][C:5]2[N:11]([CH3:12])[C:10](=[O:13])[C:9]([CH3:15])([CH3:14])[CH2:8][N:7]([CH:16]3[CH2:20][CH2:19][CH2:18][CH2:17]3)[C:6]=2[N:21]=1.[SH:22][C:23]1[CH:31]=[CH:30][C:26]([C:27]([OH:29])=[O:28])=[CH:25][CH:24]=1. The catalyst is C(#N)C. The product is [CH:16]1([N:7]2[CH2:8][C:9]([CH3:15])([CH3:14])[C:10](=[O:13])[N:11]([CH3:12])[C:5]3[CH:4]=[N:3][C:2]([S:22][C:23]4[CH:31]=[CH:30][C:26]([C:27]([OH:29])=[O:28])=[CH:25][CH:24]=4)=[N:21][C:6]2=3)[CH2:20][CH2:19][CH2:18][CH2:17]1. The yield is 0.270. (7) The reactants are [CH:1]1(O)[CH2:5][CH2:4][CH:3]=[CH:2]1.[Cl:7][C:8]1[N:16]=[C:15]2[C:11]([NH:12][CH:13]=[N:14]2)=[C:10]([Cl:17])[N:9]=1.C1(P(C2C=CC=CC=2)C2C=CC=CC=2)C=CC=CC=1.N(C(OCC)=O)=NC(OCC)=O. The yield is 0.410. The catalyst is C1COCC1. The product is [Cl:7][C:8]1[N:16]=[C:15]2[C:11]([N:12]=[CH:13][N:14]2[CH:1]2[CH2:5][CH2:4][CH:3]=[CH:2]2)=[C:10]([Cl:17])[N:9]=1. (8) The reactants are ClCCl.C[O:5][C:6]([C:20]1[S:24][C:23]([C:25]2[CH:30]=[CH:29][C:28]([CH3:31])=[CH:27][C:26]=2[CH3:32])=[N:22][C:21]=1[CH3:33])(OC)[CH2:7][O:8][CH2:9][C:10]1[CH:15]=[CH:14][C:13]([O:16][CH3:17])=[CH:12][CH:11]=1.FC(F)(F)C(O)=O.C(=O)(O)[O-].[Na+]. The catalyst is O. The product is [CH3:32][C:26]1[CH:27]=[C:28]([CH3:31])[CH:29]=[CH:30][C:25]=1[C:23]1[S:24][C:20]([C:6](=[O:5])[CH2:7][O:8][CH2:9][C:10]2[CH:11]=[CH:12][C:13]([O:16][CH3:17])=[CH:14][CH:15]=2)=[C:21]([CH3:33])[N:22]=1. The yield is 0.570.